This data is from Reaction yield outcomes from USPTO patents with 853,638 reactions. The task is: Predict the reaction yield, written as a fraction of the theoretical maximum amount of product (1.0 means a 100% yield; for example, 0.34 means a 34% yield). (1) The reactants are [Br:1][C:2]1[CH:7]=[C:6]([O:8][CH2:9][CH3:10])[C:5]([O:11]CC)=[C:4]([F:14])[C:3]=1[Br:15].[Cl-].[Al+3].[Cl-].[Cl-].Cl. The catalyst is ClCCl. The product is [Br:15][C:3]1[C:4]([F:14])=[C:5]([OH:11])[C:6]([O:8][CH2:9][CH3:10])=[CH:7][C:2]=1[Br:1]. The yield is 0.940. (2) The reactants are [F:1][C:2]1[CH:27]=[C:26]([I:28])[CH:25]=[CH:24][C:3]=1[NH:4][C:5]1[C:6]([C:21]([NH2:23])=[O:22])=[CH:7][N:8]([CH2:12][CH2:13][O:14]C2CCCCO2)[C:9](=[O:11])[CH:10]=1.Cl. The catalyst is CCO.O. The product is [F:1][C:2]1[CH:27]=[C:26]([I:28])[CH:25]=[CH:24][C:3]=1[NH:4][C:5]1[C:6]([C:21]([NH2:23])=[O:22])=[CH:7][N:8]([CH2:12][CH2:13][OH:14])[C:9](=[O:11])[CH:10]=1. The yield is 0.970.